From a dataset of CYP2C9 inhibition data for predicting drug metabolism from PubChem BioAssay. Regression/Classification. Given a drug SMILES string, predict its absorption, distribution, metabolism, or excretion properties. Task type varies by dataset: regression for continuous measurements (e.g., permeability, clearance, half-life) or binary classification for categorical outcomes (e.g., BBB penetration, CYP inhibition). Dataset: cyp2c9_veith. The molecule is COCC(=O)N1CCC2(CCCN(c3cccc(-c4ccccc4)c3)C2)CC1. The result is 1 (inhibitor).